Dataset: Full USPTO retrosynthesis dataset with 1.9M reactions from patents (1976-2016). Task: Predict the reactants needed to synthesize the given product. (1) Given the product [CH:8]1([N:7]([C:22]([NH:21][CH2:14][C:15]2[CH:20]=[CH:19][CH:18]=[CH:17][CH:16]=2)=[S:23])[C:1]2[CH:6]=[CH:5][CH:4]=[CH:3][CH:2]=2)[CH2:13][CH2:12][CH2:11][CH2:10][CH2:9]1, predict the reactants needed to synthesize it. The reactants are: [CH:1]1([NH:7][C:8]2[CH:13]=[CH:12][CH:11]=[CH:10][CH:9]=2)[CH2:6][CH2:5][CH2:4][CH2:3][CH2:2]1.[CH2:14]([N:21]=[C:22]=[S:23])[C:15]1[CH:20]=[CH:19][CH:18]=[CH:17][CH:16]=1. (2) The reactants are: [NH2:1][C:2]1[CH:6]=[CH:5][NH:4][N:3]=1.[N:7]([O-])=O.[Na+].C(ON=O)C[CH:13]([CH3:15])C. Given the product [N:1]1[C:2]2=[CH:6][CH:5]=[N:4][N:3]2[CH:15]=[CH:13][N:7]=1, predict the reactants needed to synthesize it. (3) Given the product [CH2:3]1[C@@H:1]([NH2:4])[C@@H:2]1[C:6]1[CH:5]=[CH:21][CH:19]=[CH:25][CH:24]=1, predict the reactants needed to synthesize it. The reactants are: [CH:1]1([NH2:4])[CH2:3][CH2:2]1.[C:5](O)(=O)[CH3:6].[BH-](O[C:19]([CH3:21])=O)(OC(C)=O)OC(C)=O.[Na+].Cl[CH:24](Cl)[CH3:25]. (4) Given the product [CH2:22]([O:21][C:16]1[C:13]([C:14]#[N:15])=[C:12]([F:11])[C:19]([B:24]2[O:28][C:27]([CH3:30])([CH3:29])[C:26]([CH3:32])([CH3:31])[O:25]2)=[CH:18][CH:17]=1)[CH3:23], predict the reactants needed to synthesize it. The reactants are: [Li]CCCC.CCCCC.[F:11][C:12]1[C:19](I)=[CH:18][CH:17]=[C:16]([O:21][CH2:22][CH3:23])[C:13]=1[C:14]#[N:15].[B:24]1([B:24]2[O:28][C:27]([CH3:30])([CH3:29])[C:26]([CH3:32])([CH3:31])[O:25]2)[O:28][C:27]([CH3:30])([CH3:29])[C:26]([CH3:32])([CH3:31])[O:25]1. (5) Given the product [O:16]1[C:20]2[CH:21]=[CH:22][C:23]([C:2]3[CH:7]=[CH:6][C:5]([NH:8][C:9]4[CH:14]=[CH:13][CH:12]=[CH:11][C:10]=4[CH3:15])=[CH:4][CH:3]=3)=[CH:24][C:19]=2[CH2:18][CH2:17]1, predict the reactants needed to synthesize it. The reactants are: Br[C:2]1[CH:7]=[CH:6][C:5]([NH:8][C:9]2[CH:14]=[CH:13][CH:12]=[CH:11][C:10]=2[CH3:15])=[CH:4][CH:3]=1.[O:16]1[C:20]2[CH:21]=[CH:22][C:23](B(O)O)=[CH:24][C:19]=2[CH2:18][CH2:17]1.P([O-])([O-])([O-])=O.[K+].[K+].[K+]. (6) Given the product [CH3:54][S:55]([NH:1][CH2:2][CH2:3][C:4]1[CH:46]=[CH:45][CH:44]=[CH:43][C:5]=1[O:6][CH2:7][CH2:8][O:9][CH:10]1[CH:15]([C:16]2[CH:17]=[CH:18][C:19]([O:22][CH2:23][CH2:24][CH2:25][O:26][CH2:27][C:28]3[CH:33]=[CH:32][CH:31]=[CH:30][C:29]=3[O:34][CH3:35])=[CH:20][CH:21]=2)[CH2:14][CH2:13][N:12]([C:36]([O:38][C:39]([CH3:41])([CH3:42])[CH3:40])=[O:37])[CH2:11]1)(=[O:57])=[O:56], predict the reactants needed to synthesize it. The reactants are: [NH2:1][CH2:2][CH2:3][C:4]1[CH:46]=[CH:45][CH:44]=[CH:43][C:5]=1[O:6][CH2:7][CH2:8][O:9][CH:10]1[CH:15]([C:16]2[CH:21]=[CH:20][C:19]([O:22][CH2:23][CH2:24][CH2:25][O:26][CH2:27][C:28]3[CH:33]=[CH:32][CH:31]=[CH:30][C:29]=3[O:34][CH3:35])=[CH:18][CH:17]=2)[CH2:14][CH2:13][N:12]([C:36]([O:38][C:39]([CH3:42])([CH3:41])[CH3:40])=[O:37])[CH2:11]1.C(N(CC)CC)C.[CH3:54][S:55](Cl)(=[O:57])=[O:56]. (7) Given the product [CH2:10]([O:12][C:13](=[O:33])[C:14]1[CH:19]=[C:18]([N:20]2[C:24]([CH3:25])=[CH:23][CH:22]=[C:21]2[C:26]2[CH:31]=[CH:30][CH:29]=[CH:28][C:27]=2[O:32][CH2:6][C:5]2[CH:8]=[CH:9][C:2]([F:1])=[CH:3][CH:4]=2)[CH:17]=[N:16][CH:15]=1)[CH3:11], predict the reactants needed to synthesize it. The reactants are: [F:1][C:2]1[CH:9]=[CH:8][C:5]([CH2:6]Br)=[CH:4][CH:3]=1.[CH2:10]([O:12][C:13](=[O:33])[C:14]1[CH:19]=[C:18]([N:20]2[C:24]([CH3:25])=[CH:23][CH:22]=[C:21]2[C:26]2[CH:31]=[CH:30][CH:29]=[CH:28][C:27]=2[OH:32])[CH:17]=[N:16][CH:15]=1)[CH3:11].C([O-])([O-])=O.[K+].[K+]. (8) Given the product [CH2:1]([O:8][C:9]1[N:14]=[C:13]([NH:15][C:16]2[CH:17]=[CH:18][C:19]([CH2:22][CH3:23])=[CH:20][CH:21]=2)[C:12]([NH2:24])=[CH:11][CH:10]=1)[C:2]1[CH:7]=[CH:6][CH:5]=[CH:4][CH:3]=1, predict the reactants needed to synthesize it. The reactants are: [CH2:1]([O:8][C:9]1[N:14]=[C:13]([NH:15][C:16]2[CH:21]=[CH:20][C:19]([CH2:22][CH3:23])=[CH:18][CH:17]=2)[C:12]([N+:24]([O-])=O)=[CH:11][CH:10]=1)[C:2]1[CH:7]=[CH:6][CH:5]=[CH:4][CH:3]=1. (9) Given the product [BrH:13].[NH2:8][CH2:7][C:6]1[CH:9]=[CH:10][C:3]([F:2])=[C:4]([OH:11])[CH:5]=1, predict the reactants needed to synthesize it. The reactants are: Cl.[F:2][C:3]1[CH:10]=[CH:9][C:6]([CH2:7][NH2:8])=[CH:5][C:4]=1[O:11]C.[BrH:13].